This data is from HIV replication inhibition screening data with 41,000+ compounds from the AIDS Antiviral Screen. The task is: Binary Classification. Given a drug SMILES string, predict its activity (active/inactive) in a high-throughput screening assay against a specified biological target. (1) The compound is CC(C)N=c1sc(-c2ccccc2)c(C#N)c(=O)n1C(C)C. The result is 0 (inactive). (2) The compound is O=C(CCC(=O)C1CCCC1=NO)Nc1ccc(Cl)cc1. The result is 0 (inactive). (3) The drug is CC(=O)N1C(=O)CC23c4cccc([N+](=O)[O-])c4C(=O)N2CCCN13. The result is 0 (inactive). (4) The result is 0 (inactive). The molecule is CC1=CC(=C(c2cccc(S(=O)(=O)O)c2)c2cc(C)c(O)c(C(=O)O)c2)C=C(C(=O)O)C1=O.[NaH]. (5) The compound is N#Cc1c(N)[nH]c2ccc(Sc3ccccc3)cc12. The result is 0 (inactive). (6) The drug is CN(C)c1ccc(C=C(C#N)c2cccc(Cl)c2)cc1. The result is 0 (inactive). (7) The molecule is CCOc1ccc(-n2c(=O)n3c(Nc4ccc(Cl)cc4)nc4c(c(=O)n(C)c(=O)n4C)n3c2=O)cc1. The result is 0 (inactive).